This data is from Serine/threonine kinase 33 screen with 319,792 compounds. The task is: Binary Classification. Given a drug SMILES string, predict its activity (active/inactive) in a high-throughput screening assay against a specified biological target. (1) The drug is Fc1cc(C2=NOC(C2)C(=O)NCCCC)ccc1. The result is 0 (inactive). (2) The molecule is Brc1ccc(C(=O)/C=C\Nc2cc(F)c(F)cc2)cc1. The result is 0 (inactive). (3) The molecule is s1c2nc(N3CCOCC3)c3c(CC(OC3)(C)C)c2c(N)c1C(=O)Nc1ccc(OCC)cc1. The result is 0 (inactive). (4) The molecule is S(CC(=O)N1CCc2c1cccc2)c1n(CCCOC)c(nn1)c1c(occ1)C. The result is 0 (inactive). (5) The result is 0 (inactive). The compound is O=c1n(nc(c2c1cccc2)C(=O)NCc1occc1)c1c(OC)cccc1. (6) The molecule is S(=O)(=O)(NC1C(N2CCN(CC2)C(=O)C)c2c3c1cccc3ccc2)c1ccccc1. The result is 0 (inactive). (7) The drug is O=C(NC1CCCCCC1)CCc1oc(c(c1)C(=O)C)C. The result is 0 (inactive). (8) The compound is FC(F)(F)Oc1cc2C3C(C(Nc2cc1)C(=O)NCC(C)C)CC=C3. The result is 0 (inactive). (9) The result is 0 (inactive). The drug is O=C(NN\C=C1\c2c(C=CC1=O)cccc2)CN1CCCc2c1cccc2.